From a dataset of Catalyst prediction with 721,799 reactions and 888 catalyst types from USPTO. Predict which catalyst facilitates the given reaction. Reactant: [CH2:1]([C:3]1[C:11]2[C:6](=[CH:7][CH:8]=[CH:9][C:10]=2[NH:12][C:13]([C:15]2[N:19]3[CH:20]=[CH:21][CH:22]=[CH:23][C:18]3=[N:17][CH:16]=2)=[O:14])[N:5]([CH2:24][C:25]2[CH:30]=[CH:29][CH:28]=[C:27]([CH:31]=[CH2:32])[N:26]=2)[N:4]=1)[CH3:2]. Product: [CH2:1]([C:3]1[C:11]2[C:6](=[CH:7][CH:8]=[CH:9][C:10]=2[NH:12][C:13]([C:15]2[N:19]3[CH:20]=[CH:21][CH:22]=[CH:23][C:18]3=[N:17][CH:16]=2)=[O:14])[N:5]([CH2:24][C:25]2[CH:30]=[CH:29][CH:28]=[C:27]([CH2:31][CH3:32])[N:26]=2)[N:4]=1)[CH3:2]. The catalyst class is: 19.